Dataset: Forward reaction prediction with 1.9M reactions from USPTO patents (1976-2016). Task: Predict the product of the given reaction. Given the reactants [O:1]=[C:2]([CH3:16])[CH2:3][CH2:4][N:5]1[C:13](=[O:14])[C:12]2[C:7](=[CH:8][CH:9]=[CH:10][CH:11]=2)[C:6]1=[O:15].[Br:17]Br.S(=O)(=O)(O)O, predict the reaction product. The product is: [Br:17][CH2:16][C:2](=[O:1])[CH2:3][CH2:4][N:5]1[C:13](=[O:14])[C:12]2[C:7](=[CH:8][CH:9]=[CH:10][CH:11]=2)[C:6]1=[O:15].